Dataset: Reaction yield outcomes from USPTO patents with 853,638 reactions. Task: Predict the reaction yield, written as a fraction of the theoretical maximum amount of product (1.0 means a 100% yield; for example, 0.34 means a 34% yield). The yield is 0.240. The product is [ClH:23].[ClH:48].[ClH:23].[Cl:23][C:24]1[CH:25]=[CH:26][C:27]([C:30]2[O:31][C:32]([C:36]([N:41]3[CH2:42][CH2:43][NH:56][CH2:55][CH:44]3[CH2:45][O:46][C:14]3[CH:15]=[N:16][CH:11]=[CH:12][CH:13]=3)=[O:38])=[C:33]([CH3:35])[N:34]=2)=[CH:28][CH:29]=1. The catalyst is CO.O. The reactants are CN(C(ON1N=[N:16][C:11]2[CH:12]=[CH:13][CH:14]=[CH:15]C1=2)=[N+](C)C)C.[B-](F)(F)(F)F.[Cl:23][C:24]1[CH:29]=[CH:28][C:27]([C:30]2[O:31][C:32]([C:36]([OH:38])=O)=[C:33]([CH3:35])[N:34]=2)=[CH:26][CH:25]=1.C([N:41]([CH2:44][CH3:45])[CH2:42][CH3:43])C.[OH-:46].[Na+].[ClH:48].O1CCOCC1.[CH3:55][N:56](C=O)C.